The task is: Predict the product of the given reaction.. This data is from Forward reaction prediction with 1.9M reactions from USPTO patents (1976-2016). (1) Given the reactants C12(C[O:12]C3C=CC(C#N)=CC=3C3C(OC)=NC=CC=3)CC3CC(CC(C3)C1)C2.[CH:29]12[CH2:38][CH:33]3[CH2:34][CH:35]([CH2:37][CH:31]([CH2:32]3)[CH:30]1[CH2:39][O:40][C:41]1[CH:48]=[CH:47][C:44]([C:45]#[N:46])=[CH:43][C:42]=1[CH:49]1[CH2:51][CH2:50]1)[CH2:36]2, predict the reaction product. The product is: [CH:31]12[CH2:37][CH:35]3[CH2:34][CH:33]([CH2:38][CH:29]([CH2:36]3)[CH:30]1[CH2:39][O:40][C:41]1[CH:48]=[CH:47][C:44]([C:45]([NH2:46])=[O:12])=[CH:43][C:42]=1[CH:49]1[CH2:51][CH2:50]1)[CH2:32]2. (2) Given the reactants C[O:2][C:3](=[O:29])[C:4]1[CH:9]=[CH:8][C:7]([C:10]2[N:11]([CH3:28])[N:12]=[C:13]([CH3:27])[C:14]=2[NH:15][C:16]([O:18][C@@H:19]([C:21]2[CH:26]=[CH:25][CH:24]=[CH:23][CH:22]=2)[CH3:20])=[O:17])=[CH:6][CH:5]=1.[Li+].[OH-], predict the reaction product. The product is: [CH3:28][N:11]1[C:10]([C:7]2[CH:6]=[CH:5][C:4]([C:3]([OH:29])=[O:2])=[CH:9][CH:8]=2)=[C:14]([NH:15][C:16]([O:18][C@@H:19]([C:21]2[CH:26]=[CH:25][CH:24]=[CH:23][CH:22]=2)[CH3:20])=[O:17])[C:13]([CH3:27])=[N:12]1. (3) Given the reactants [CH2:1]([O:8][C:9]1[C:13]([O:14][CH2:15][C:16]2[CH:21]=[CH:20][CH:19]=[CH:18][CH:17]=2)=[C:12]([C:22](=[O:26])[N:23]([CH3:25])[CH3:24])[N:11]([C:27]2[CH:32]=[CH:31][C:30]([O:33]CC3C=CC(OC)=CC=3)=[CH:29][CH:28]=2)[C:10]=1[C:43]([O:45][CH2:46][CH3:47])=[O:44])[C:2]1[CH:7]=[CH:6][CH:5]=[CH:4][CH:3]=1.COC1C=CC(COC2C=CC(N)=CC=2)=CC=1, predict the reaction product. The product is: [CH2:1]([O:8][C:9]1[C:13]([O:14][CH2:15][C:16]2[CH:21]=[CH:20][CH:19]=[CH:18][CH:17]=2)=[C:12]([C:22](=[O:26])[N:23]([CH3:25])[CH3:24])[N:11]([C:27]2[CH:32]=[CH:31][C:30]([OH:33])=[CH:29][CH:28]=2)[C:10]=1[C:43]([O:45][CH2:46][CH3:47])=[O:44])[C:2]1[CH:7]=[CH:6][CH:5]=[CH:4][CH:3]=1. (4) Given the reactants C1(C)C=CC(C2N=CNN=2)=CC=1.IC1C=CC(OC)=CC=1.B(Br)(Br)Br.[CH3:26][O:27][C:28]1[CH:33]=[CH:32][C:31]([N:34]2[CH:38]=[N:37][C:36]([C:39]3[CH:44]=[CH:43][C:42]([CH3:45])=[CH:41][CH:40]=3)=[N:35]2)=[CH:30][CH:29]=1, predict the reaction product. The product is: [CH3:26][O:27][C:28]1[CH:29]=[CH:30][C:31]([N:34]2[CH:38]=[N:37][C:36]([C:39]3[CH:44]=[CH:43][C:42]([CH3:45])=[CH:41][CH:40]=3)=[N:35]2)=[CH:32][CH:33]=1.[C:42]1([CH3:45])[CH:41]=[CH:40][C:39]([C:36]2[N:37]=[CH:38][N:34]([C:31]3[CH:32]=[CH:33][C:28]([OH:27])=[CH:29][CH:30]=3)[N:35]=2)=[CH:44][CH:43]=1. (5) Given the reactants [Br:1][C:2]1[CH:3]=[C:4]2[C:7](=[CH:8][CH:9]=1)[C:6](Br)(Br)[CH2:5]2.S(=O)(=O)(O)[OH:13], predict the reaction product. The product is: [Br:1][C:2]1[CH:3]=[C:4]2[C:7](=[CH:8][CH:9]=1)[C:6](=[O:13])[CH2:5]2. (6) Given the reactants [Cl:1][C:2]1[N:10]=[C:9]2[C:5]([N:6]=[CH:7][N:8]2[CH:11]2[CH2:15][CH2:14][CH2:13][CH2:12]2)=[C:4](Cl)[N:3]=1.C([C:21]1[CH:26]=[CH:25][C:24]([NH2:27])=[CH:23][CH:22]=1)CCC, predict the reaction product. The product is: [Cl:1][C:2]1[N:10]=[C:9]2[C:5]([N:6]=[CH:7][N:8]2[CH:11]2[CH2:15][CH2:14][CH2:13][CH2:12]2)=[C:4]([N:27]([CH:12]([CH3:13])[CH2:11][CH2:15][CH3:14])[C:24]2[CH:23]=[CH:22][CH:21]=[CH:26][CH:25]=2)[N:3]=1. (7) Given the reactants [CH2:1]([N:8]1[CH2:17][CH2:16][C:15]2[C:14](Cl)=[N:13][CH:12]=[N:11][C:10]=2[CH2:9]1)[C:2]1[CH:7]=[CH:6][CH:5]=[CH:4][CH:3]=1.C([N:26]1CCC2C(OC)=NC=NC=2C1)C1C=CC=CC=1, predict the reaction product. The product is: [CH2:1]([N:8]1[CH2:17][CH2:16][C:15]2[C:14]([NH2:26])=[N:13][CH:12]=[N:11][C:10]=2[CH2:9]1)[C:2]1[CH:7]=[CH:6][CH:5]=[CH:4][CH:3]=1. (8) Given the reactants [Cl:1][C:2]1[CH:7]=[C:6]([Cl:8])[CH:5]=[CH:4][C:3]=1[S:9]([NH:12][CH2:13][CH2:14][CH2:15][CH2:16][N:17]([C:21]([NH:23][CH:24]1[CH2:29][CH2:28][CH2:27][CH2:26][CH2:25]1)=[O:22])[CH2:18][CH2:19][OH:20])(=[O:11])=[O:10].[C:30]1([N:36]=[C:37]=[O:38])[CH:35]=[CH:34][CH:33]=[CH:32][CH:31]=1, predict the reaction product. The product is: [C:30]1([NH:36][C:37](=[O:38])[O:20][CH2:19][CH2:18][N:17]([C:21]([NH:23][CH:24]2[CH2:25][CH2:26][CH2:27][CH2:28][CH2:29]2)=[O:22])[CH2:16][CH2:15][CH2:14][CH2:13][NH:12][S:9]([C:3]2[CH:4]=[CH:5][C:6]([Cl:8])=[CH:7][C:2]=2[Cl:1])(=[O:11])=[O:10])[CH:35]=[CH:34][CH:33]=[CH:32][CH:31]=1.